Dataset: Full USPTO retrosynthesis dataset with 1.9M reactions from patents (1976-2016). Task: Predict the reactants needed to synthesize the given product. (1) Given the product [OH:3][CH2:4][CH:5]1[CH2:10][CH2:9][CH2:8][N:7]([C:11]2[CH:12]=[CH:13][C:14]([CH3:32])=[C:15]([CH:31]=2)[C:16]([NH:18][C:19]2[C:20]([CH3:30])=[C:21]([CH:26]=[CH:27][C:28]=2[CH3:29])[C:22]([OH:24])=[O:23])=[O:17])[CH2:6]1, predict the reactants needed to synthesize it. The reactants are: [OH-].[Na+].[OH:3][CH2:4][CH:5]1[CH2:10][CH2:9][CH2:8][N:7]([C:11]2[CH:12]=[CH:13][C:14]([CH3:32])=[C:15]([CH:31]=2)[C:16]([NH:18][C:19]2[C:20]([CH3:30])=[C:21]([CH:26]=[CH:27][C:28]=2[CH3:29])[C:22]([O:24]C)=[O:23])=[O:17])[CH2:6]1.CO. (2) Given the product [CH3:31][O:30][C:17]1[CH:16]=[C:15]([C:13]2[CH:14]=[C:9]([C:4]3[CH:3]=[C:2]([C:37]4[CH:36]=[N:35][N:34]([CH3:33])[CH:38]=4)[N:7]=[CH:6][C:5]=3[NH2:8])[C:10]([F:32])=[N:11][CH:12]=2)[CH:20]=[C:19]([O:21][CH3:22])[C:18]=1[CH2:23][N:24]1[CH2:29][CH2:28][CH2:27][CH2:26][CH2:25]1, predict the reactants needed to synthesize it. The reactants are: Cl[C:2]1[N:7]=[CH:6][C:5]([NH2:8])=[C:4]([C:9]2[C:10]([F:32])=[N:11][CH:12]=[C:13]([C:15]3[CH:20]=[C:19]([O:21][CH3:22])[C:18]([CH2:23][N:24]4[CH2:29][CH2:28][CH2:27][CH2:26][CH2:25]4)=[C:17]([O:30][CH3:31])[CH:16]=3)[CH:14]=2)[CH:3]=1.[CH3:33][N:34]1[CH:38]=[C:37](B2OC(C)(C)C(C)(C)O2)[CH:36]=[N:35]1. (3) Given the product [OH:10]/[N:9]=[C:23](\[NH2:24])/[C:22]1[CH:25]=[CH:26][C:19]([CH2:11][CH2:12][CH2:13][CH2:14][CH2:15][CH2:16][CH2:17][CH3:18])=[CH:20][CH:21]=1, predict the reactants needed to synthesize it. The reactants are: C(N(CC)CC)C.Cl.[NH2:9][OH:10].[CH2:11]([C:19]1[CH:26]=[CH:25][C:22]([C:23]#[N:24])=[CH:21][CH:20]=1)[CH2:12][CH2:13][CH2:14][CH2:15][CH2:16][CH2:17][CH3:18]. (4) Given the product [Cl:25][C:15]1[C:16]([O:23][CH3:24])=[CH:17][C:18]([O:21][CH3:22])=[C:19]([Cl:20])[C:14]=1[NH:13][C:11]([C:8]1[C:4]2[N:5]=[CH:6][N:7]=[C:2]([NH:1][C:37]([NH:36][C:32]3[CH:33]=[CH:34][CH:35]=[C:30]([C:29]([F:28])([F:39])[F:40])[CH:31]=3)=[O:38])[C:3]=2[S:10][CH:9]=1)=[O:12], predict the reactants needed to synthesize it. The reactants are: [NH2:1][C:2]1[C:3]2[S:10][CH:9]=[C:8]([C:11]([NH:13][C:14]3[C:19]([Cl:20])=[C:18]([O:21][CH3:22])[CH:17]=[C:16]([O:23][CH3:24])[C:15]=3[Cl:25])=[O:12])[C:4]=2[N:5]=[CH:6][N:7]=1.[OH-].[Na+].[F:28][C:29]([F:40])([F:39])[C:30]1[CH:35]=[CH:34][CH:33]=[C:32]([N:36]=[C:37]=[O:38])[CH:31]=1.[Cl-].[NH4+]. (5) Given the product [F:35][C:2]([F:34])([F:1])[C:3]1[CH:4]=[C:5]([CH:27]=[C:28]([C:30]([F:33])([F:32])[F:31])[CH:29]=1)[CH2:6][N:7]([C:21]1[N:22]=[N:23][N:24]([CH3:26])[N:25]=1)[C@H:8]1[CH2:14][CH2:13][CH2:12][N:11]([CH2:53][C@H:55]2[CH2:56][CH2:57][C@H:58]([C:61]([O:63][CH3:64])=[O:62])[CH2:59][CH2:60]2)[C:10]2[C:15]([CH3:20])=[CH:16][C:17]([CH3:19])=[CH:18][C:9]1=2, predict the reactants needed to synthesize it. The reactants are: [F:1][C:2]([F:35])([F:34])[C:3]1[CH:4]=[C:5]([CH:27]=[C:28]([C:30]([F:33])([F:32])[F:31])[CH:29]=1)[CH2:6][N:7]([C:21]1[N:22]=[N:23][N:24]([CH3:26])[N:25]=1)[C@H:8]1[CH2:14][CH2:13][CH2:12][NH:11][C:10]2[C:15]([CH3:20])=[CH:16][C:17]([CH3:19])=[CH:18][C:9]1=2.C(O[BH-](OC(=O)C)OC(=O)C)(=O)C.[Na+].C(#N)C.[CH:53]([C@H:55]1[CH2:60][CH2:59][C@H:58]([C:61]([O:63][CH3:64])=[O:62])[CH2:57][CH2:56]1)=O. (6) Given the product [Cl:20][C:21]1[C:26]([C:27](=[O:36])[C:28](=[N:34][NH2:35])[C:29]([O:31][CH2:32][CH3:33])=[O:30])=[CH:25][C:24]([I:37])=[CH:23][N:22]=1, predict the reactants needed to synthesize it. The reactants are: C1(P(C2C=CC=CC=2)C2C=CC=CC=2)C=CC=CC=1.[Cl:20][C:21]1[C:26]([C:27](=[O:36])[C:28](=[N+:34]=[N-:35])[C:29]([O:31][CH2:32][CH3:33])=[O:30])=[CH:25][C:24]([I:37])=[CH:23][N:22]=1.O. (7) Given the product [Br:1][C:2]1[CH:3]=[C:4]2[C:9](=[CH:10][CH:11]=1)[C:8]([F:14])=[C:7]([OH:12])[CH:6]=[CH:5]2, predict the reactants needed to synthesize it. The reactants are: [Br:1][C:2]1[CH:3]=[C:4]2[C:9](=[CH:10][CH:11]=1)[CH:8]=[C:7]([OH:12])[CH:6]=[CH:5]2.[B-](F)(F)(F)[F:14].[B-](F)(F)(F)F.C1[N+]2(CCl)CC[N+](F)(CC2)C1.